Dataset: Cav3 T-type calcium channel HTS with 100,875 compounds. Task: Binary Classification. Given a drug SMILES string, predict its activity (active/inactive) in a high-throughput screening assay against a specified biological target. (1) The molecule is S(CCn1c(N2CCC(CC2)C)nc2n(c(=O)n(c(=O)c12)C)C)c1oc2c(n1)cccc2. The result is 0 (inactive). (2) The result is 0 (inactive). The compound is Oc1ccc(CCC(N(CCc2ccccc2)C)C)cc1. (3) The drug is S(=O)(=O)(N1CCN(CC1)c1ncccc1)c1ccc(N2CCCC2=O)cc1. The result is 0 (inactive). (4) The drug is O1C(COc2c1cccc2)C(=O)Nc1ncccc1. The result is 0 (inactive). (5) The compound is S1(=O)(=O)CC(N(C)C(=O)COC(=O)c2c(n(c(c2)C)c2ccc(cc2)C)C)CC1. The result is 0 (inactive). (6) The molecule is Clc1c(OCC)ccc(C\N=C(\N=C(\N)N)N)c1. The result is 0 (inactive).